From a dataset of Forward reaction prediction with 1.9M reactions from USPTO patents (1976-2016). Predict the product of the given reaction. (1) Given the reactants NC[C@@H]1[C@H](C)CCCN1C(C1C=C(C)C=CC=1C1C=NN(C)C=1)=O.[C:25]1([C:35]([N:37]2[CH2:42][CH2:41][CH2:40][C@@H:39]([CH3:43])[C@H:38]2[CH2:44][N:45]2C(=O)C3C(=CC=CC=3)C2=O)=[O:36])[C:34]2[C:29](=[CH:30][CH:31]=[CH:32][CH:33]=2)[CH:28]=[CH:27][N:26]=1, predict the reaction product. The product is: [NH2:45][CH2:44][C@@H:38]1[C@H:39]([CH3:43])[CH2:40][CH2:41][CH2:42][N:37]1[C:35]([C:25]1[C:34]2[C:29](=[CH:30][CH:31]=[CH:32][CH:33]=2)[CH:28]=[CH:27][N:26]=1)=[O:36]. (2) Given the reactants [C:1]([O:5][C:6]([N:8]1[CH2:13][CH2:12][CH:11]([N:14]=[N+:15]=[N-:16])[CH2:10][CH2:9]1)=[O:7])([CH3:4])([CH3:3])[CH3:2].[CH3:17][S:18]([C:21]1[CH:26]=[CH:25][C:24]([O:27][CH2:28][C:29]#[CH:30])=[CH:23][CH:22]=1)(=[O:20])=[O:19].O=C1O[C@H]([C@H](CO)O)C([O-])=C1O.[Na+], predict the reaction product. The product is: [C:1]([O:5][C:6]([N:8]1[CH2:9][CH2:10][CH:11]([N:14]2[CH:30]=[C:29]([CH2:28][O:27][C:24]3[CH:25]=[CH:26][C:21]([S:18]([CH3:17])(=[O:19])=[O:20])=[CH:22][CH:23]=3)[N:16]=[N:15]2)[CH2:12][CH2:13]1)=[O:7])([CH3:4])([CH3:2])[CH3:3]. (3) Given the reactants CC1(C)[O:6][C@H:5]([C@@H:7]([NH:11][CH2:12][C:13]2[C:17]3[N:18]=[CH:19][NH:20][C:21](=[O:22])[C:16]=3[NH:15][CH:14]=2)[CH2:8][S:9][CH3:10])[CH2:4][O:3]1.Cl, predict the reaction product. The product is: [OH:6][C@@H:5]([CH2:4][OH:3])[C@@H:7]([NH:11][CH2:12][C:13]1[C:17]2[N:18]=[CH:19][NH:20][C:21](=[O:22])[C:16]=2[NH:15][CH:14]=1)[CH2:8][S:9][CH3:10]. (4) Given the reactants C[O:2][C:3](=[O:22])[CH:4]([C:11]1[CH:21]=[CH:20][C:14]2[S:15](=[O:19])(=[O:18])[CH2:16][CH2:17][C:13]=2[CH:12]=1)[CH2:5][CH:6]1[CH2:10][CH2:9][CH2:8][CH2:7]1.O.[OH-].[Li+], predict the reaction product. The product is: [CH:6]1([CH2:5][CH:4]([C:11]2[CH:21]=[CH:20][C:14]3[S:15](=[O:19])(=[O:18])[CH2:16][CH2:17][C:13]=3[CH:12]=2)[C:3]([OH:22])=[O:2])[CH2:10][CH2:9][CH2:8][CH2:7]1.